From a dataset of Reaction yield outcomes from USPTO patents with 853,638 reactions. Predict the reaction yield, written as a fraction of the theoretical maximum amount of product (1.0 means a 100% yield; for example, 0.34 means a 34% yield). (1) The reactants are [CH3:1][N:2]([CH3:26])[C:3]([N:5]1[CH2:9][CH:8]2[CH2:10][C:11]([NH:15][CH2:16][C:17]([N:19]3[CH2:23][CH2:22][CH2:21][C@H:20]3[C:24]#[N:25])=[O:18])([CH2:13][CH3:14])[CH2:12][CH:7]2[CH2:6]1)=[O:4].[C:27]([OH:36])(=[O:35])[CH:28]([CH:30]([C:32]([OH:34])=[O:33])[OH:31])[OH:29]. The catalyst is C(OCC)(=O)C.CC(C)=O. The product is [C:32]([CH:30]([CH:28]([C:27]([OH:36])=[O:35])[OH:29])[OH:31])([OH:34])=[O:33].[CH3:26][N:2]([CH3:1])[C:3]([N:5]1[CH2:9][CH:8]2[CH2:10][C:11]([NH:15][CH2:16][C:17]([N:19]3[CH2:23][CH2:22][CH2:21][C@H:20]3[C:24]#[N:25])=[O:18])([CH2:13][CH3:14])[CH2:12][CH:7]2[CH2:6]1)=[O:4]. The yield is 0.940. (2) The reactants are [CH:1]1[C:14]2[C:15]3=[C:16]4[C:11](=[CH:12][CH:13]=2)[CH:10]=[CH:9][CH:8]=[C:7]4[CH:6]=[CH:5][C:4]3=[CH:3][CH:2]=1.[C:17](Cl)([CH3:20])([CH3:19])[CH3:18].ClCCl.[Cl-].[Al+3].[Cl-].[Cl-]. The catalyst is O. The product is [C:17]([C:9]1[CH:10]=[C:11]2[C:16]3=[C:15]4[C:4]([CH:3]=[CH:2][CH:1]=[C:14]4[CH:13]=[CH:12]2)=[CH:5][CH:6]=[C:7]3[CH:8]=1)([CH3:20])([CH3:19])[CH3:18]. The yield is 0.792. (3) The reactants are Br[C:2]1[CH:3]=[C:4]([C:8]2[CH:20]=[CH:19][C:11]3[NH:12][C:13](=[O:18])[O:14][C:15]([CH3:17])([CH3:16])[C:10]=3[CH:9]=2)[CH:5]=[CH:6][CH:7]=1.C([Sn](CCCC)(CCCC)[C:26]1[S:27][CH:28]=[CH:29][N:30]=1)CCC. The catalyst is CN(C=O)C. The product is [CH3:16][C:15]1([CH3:17])[O:14][C:13](=[O:18])[NH:12][C:11]2[CH:19]=[CH:20][C:8]([C:4]3[CH:5]=[CH:6][CH:7]=[C:2]([C:26]4[S:27][CH:28]=[CH:29][N:30]=4)[CH:3]=3)=[CH:9][C:10]1=2. The yield is 0.230. (4) The reactants are [NH:1]1[CH2:4][CH:3]([O:5][C:6]2[CH:19]=[CH:18][C:9]([CH2:10][N:11]3[CH2:16][CH2:15][N:14]([CH3:17])[CH2:13][CH2:12]3)=[C:8]([F:20])[CH:7]=2)[CH2:2]1.CO[C:23]1[CH:28]=[CH:27][C:26]([C:29]2[O:33][C:32]([C:34](OCC)=[O:35])=[N:31][N:30]=2)=[CH:25][CH:24]=1. No catalyst specified. The product is [F:20][C:8]1[CH:7]=[C:6]([O:5][CH:3]2[CH2:4][N:1]([C:34]([C:32]3[O:33][C:29]([C:26]4[CH:25]=[CH:24][CH:23]=[CH:28][CH:27]=4)=[N:30][N:31]=3)=[O:35])[CH2:2]2)[CH:19]=[CH:18][C:9]=1[CH2:10][N:11]1[CH2:12][CH2:13][N:14]([CH3:17])[CH2:15][CH2:16]1. The yield is 0.300. (5) The reactants are [Si:1]([O:18][CH2:19][CH2:20][N:21]1[CH2:26][CH2:25][N:24]([C:27](=O)[CH2:28][C@@H:29]([NH:38][C:39]2[CH:44]=[CH:43][C:42]([S:45]([NH2:48])(=[O:47])=[O:46])=[CH:41][C:40]=2[S:49]([C:52]([F:55])([F:54])[F:53])(=[O:51])=[O:50])[CH2:30][S:31][C:32]2[CH:37]=[CH:36][CH:35]=[CH:34][CH:33]=2)[CH2:23][CH2:22]1)([C:14]([CH3:17])([CH3:16])[CH3:15])([C:8]1[CH:13]=[CH:12][CH:11]=[CH:10][CH:9]=1)[C:2]1[CH:7]=[CH:6][CH:5]=[CH:4][CH:3]=1.B.C1COCC1. The catalyst is C1COCC1.N.CO. The product is [Si:1]([O:18][CH2:19][CH2:20][N:21]1[CH2:26][CH2:25][N:24]([CH2:27][CH2:28][C@@H:29]([NH:38][C:39]2[CH:44]=[CH:43][C:42]([S:45]([NH2:48])(=[O:46])=[O:47])=[CH:41][C:40]=2[S:49]([C:52]([F:54])([F:53])[F:55])(=[O:50])=[O:51])[CH2:30][S:31][C:32]2[CH:37]=[CH:36][CH:35]=[CH:34][CH:33]=2)[CH2:23][CH2:22]1)([C:14]([CH3:15])([CH3:16])[CH3:17])([C:8]1[CH:9]=[CH:10][CH:11]=[CH:12][CH:13]=1)[C:2]1[CH:7]=[CH:6][CH:5]=[CH:4][CH:3]=1. The yield is 0.250. (6) The reactants are [CH3:1][N:2]([CH3:20])[C:3]([C:5]1[N:14]([CH:15]2[CH2:19][CH2:18][CH2:17][CH2:16]2)[C:8]2[N:9]=[C:10](Cl)[N:11]=[CH:12][C:7]=2[CH:6]=1)=[O:4].C([Si](C)(C)[O:26][C@H:27]1[CH2:31]C[N:29](/[CH:32]=[CH:33]/[NH:34][C:35](=[NH:38])[CH:36]=[CH2:37])[CH2:28]1)(C)(C)C.CCCC[N+](CCCC)(CCCC)CCCC.[F-]. No catalyst specified. The product is [CH3:1][N:2]([CH3:20])[C:3]([C:5]1[N:14]([CH:15]2[CH2:19][CH2:18][CH2:17][CH2:16]2)[C:8]2[N:9]=[C:10]([NH:38][C:35]3[CH:36]=[CH:37][C:32]([N:29]4[CH2:28][CH:27]([OH:26])[CH2:31]4)=[CH:33][N:34]=3)[N:11]=[CH:12][C:7]=2[CH:6]=1)=[O:4]. The yield is 0.460.